Dataset: Forward reaction prediction with 1.9M reactions from USPTO patents (1976-2016). Task: Predict the product of the given reaction. (1) Given the reactants [CH3:1][C:2]([CH3:7])=[CH:3][C:4]([OH:6])=[O:5].[CH2:8]([NH2:15])[C:9]1[CH:14]=[CH:13][CH:12]=[CH:11][CH:10]=1.CC(C)=O, predict the reaction product. The product is: [CH2:8]([NH:15][C:2]([CH3:7])([CH3:1])[CH2:3][C:4]([OH:6])=[O:5])[C:9]1[CH:14]=[CH:13][CH:12]=[CH:11][CH:10]=1. (2) Given the reactants C([O:8][C:9]1[CH:18]=[C:17]([CH:19]2[CH2:22][CH2:21][CH2:20]2)[C:16]([CH:23]2[CH2:25][CH2:24]2)=[CH:15][C:10]=1[C:11]([O:13][CH3:14])=[O:12])C1C=CC=CC=1.[H][H], predict the reaction product. The product is: [CH:19]1([C:17]2[C:16]([CH:23]3[CH2:24][CH2:25]3)=[CH:15][C:10]([C:11]([O:13][CH3:14])=[O:12])=[C:9]([OH:8])[CH:18]=2)[CH2:22][CH2:21][CH2:20]1.